The task is: Predict the product of the given reaction.. This data is from Forward reaction prediction with 1.9M reactions from USPTO patents (1976-2016). (1) Given the reactants [C:1]([C:5]1[CH:10]=[C:9]([CH3:11])[C:8]([OH:12])=[C:7]([SH:13])[CH:6]=1)([CH3:4])([CH3:3])[CH3:2].Cl[C:15]([O:17][CH2:18][CH3:19])=[O:16].[Cl:20][C:21]1[CH:22]=[C:23]([CH:27]=[CH:28][CH:29]=1)[C:24](Cl)=[O:25].Cl.[C:31]1(C)C=CC=CC=1, predict the reaction product. The product is: [Cl:20][C:21]1[CH:22]=[C:23]([CH:27]=[CH:28][CH:29]=1)[C:24]([O:12][C:8]1[C:9]([CH3:11])=[CH:10][C:5]([C:1]([CH3:4])([CH3:2])[CH3:3])=[C:6]([CH3:31])[C:7]=1[S:13][C:15]([O:17][CH2:18][CH3:19])=[O:16])=[O:25]. (2) Given the reactants N(C(C)C)C(C)C.[Li]CCCC.I[C:14]1[CH:21]=[CH:20][C:19]([Cl:22])=[CH:18][C:15]=1[CH2:16][OH:17].[CH:23](=[N:25][S:26]([C:28]([CH3:31])([CH3:30])[CH3:29])=[O:27])[CH3:24].[NH4+].[Cl-], predict the reaction product. The product is: [C:28]([S:26]([NH:25][CH:23]([C:14]1[CH:21]=[CH:20][C:19]([Cl:22])=[CH:18][C:15]=1[CH2:16][OH:17])[CH3:24])=[O:27])([CH3:31])([CH3:30])[CH3:29]. (3) Given the reactants [N:1]1[O:2][N:3]=[C:4]2[C:9]([CH:10]3[C:15]([C:16]#[N:17])=[C:14]([CH2:18][N:19](C(OC(C)(C)C)=O)[CH3:20])[NH:13][C:12]4=[N:28][NH:29][CH:30]=[C:11]34)=[CH:8][CH:7]=[CH:6][C:5]=12.[F:31][C:32]([F:37])([F:36])[C:33]([OH:35])=[O:34], predict the reaction product. The product is: [F:31][C:32]([F:37])([F:36])[C:33]([OH:35])=[O:34].[N:1]1[O:2][N:3]=[C:4]2[C:9]([CH:10]3[C:15]([C:16]#[N:17])=[C:14]([CH2:18][NH:19][CH3:20])[NH:13][C:12]4=[N:28][NH:29][CH:30]=[C:11]34)=[CH:8][CH:7]=[CH:6][C:5]=12. (4) Given the reactants [CH2:1]1[CH2:11][C:9](=[O:10])[C:8]2[C:3](=[CH:4][CH:5]=[CH:6][CH:7]=2)[CH2:2]1.C(=O)[C:13]1[CH:18]=[CH:17]C=[CH:15][CH:14]=1.[OH-].[Na+], predict the reaction product. The product is: [C:2]1([CH:1]=[CH:11][C:9]([C:8]2[CH:7]=[CH:6][CH:5]=[CH:4][CH:3]=2)=[O:10])[CH:17]=[CH:18][CH:13]=[CH:14][CH:15]=1. (5) Given the reactants [OH:1][CH:2]1[CH2:7][CH2:6][CH:5]([C:8]([O:10][CH2:11][CH3:12])=[O:9])[CH2:4][CH2:3]1.[H-].[Na+].[CH3:15]I, predict the reaction product. The product is: [CH3:15][O:1][CH:2]1[CH2:3][CH2:4][CH:5]([C:8]([O:10][CH2:11][CH3:12])=[O:9])[CH2:6][CH2:7]1. (6) Given the reactants Br[CH:2]=[C:3]([C:10]1[CH:15]=[CH:14][N:13]=[CH:12][CH:11]=1)[C:4]1[CH:9]=[CH:8][CH:7]=[CH:6][CH:5]=1.P([O-])([O-])([O-])=O.[K+].[K+].[K+].N1CCC[C@H]1C(O)=O.[Cl:32][C:33]1[CH:41]=[CH:40][C:39]2[NH:38][C:37]3[CH2:42][CH2:43][N:44]([CH3:46])[CH2:45][C:36]=3[C:35]=2[CH:34]=1, predict the reaction product. The product is: [Cl:32][C:33]1[CH:41]=[CH:40][C:39]2[N:38](/[CH:2]=[C:3](\[C:4]3[CH:9]=[CH:8][CH:7]=[CH:6][CH:5]=3)/[C:10]3[CH:15]=[CH:14][N:13]=[CH:12][CH:11]=3)[C:37]3[CH2:42][CH2:43][N:44]([CH3:46])[CH2:45][C:36]=3[C:35]=2[CH:34]=1. (7) Given the reactants Cl[C:2]1[N:10]([CH2:11][O:12][CH2:13][CH2:14][Si:15]([CH3:18])([CH3:17])[CH3:16])[C:9]2[C:4](=[N:5][C:6]([C:20]3[CH:25]=[CH:24][C:23]([C:26]4([CH:29]([OH:31])[CH3:30])[CH2:28][CH2:27]4)=[CH:22][CH:21]=3)=[C:7]([Cl:19])[CH:8]=2)[CH:3]=1.C([O-])([O-])=O.[Cs+].[Cs+].[O:38]1[CH2:42][C@H:41]([OH:43])[C@@H:40]2[O:44][CH2:45][C@H:46]([OH:47])[C@H:39]12.CCOC(C)=O, predict the reaction product. The product is: [Cl:19][C:7]1[CH:8]=[C:9]2[N:10]([CH2:11][O:12][CH2:13][CH2:14][Si:15]([CH3:18])([CH3:16])[CH3:17])[C:2]([O:43][C@H:41]3[C@H:40]4[O:44][CH2:45][C@@H:46]([OH:47])[C@H:39]4[O:38][CH2:42]3)=[CH:3][C:4]2=[N:5][C:6]=1[C:20]1[CH:25]=[CH:24][C:23]([C:26]2([CH:29]([OH:31])[CH3:30])[CH2:28][CH2:27]2)=[CH:22][CH:21]=1.